From a dataset of Full USPTO retrosynthesis dataset with 1.9M reactions from patents (1976-2016). Predict the reactants needed to synthesize the given product. (1) Given the product [Cl:17][C:12]1[CH:13]=[CH:14][CH:15]=[CH:16][C:11]=1[C:9]1[N:8]([CH2:18][C@@H:19]2[CH2:24][CH2:23][CH2:22][N:21]([C:25]([O:27][C:28]([CH3:29])([CH3:31])[CH3:30])=[O:26])[CH2:20]2)[C:6]2[N:7]=[C:2]([NH:38][CH2:37][C:36]3[CH:39]=[CH:40][C:33]([OH:32])=[CH:34][CH:35]=3)[N:3]=[CH:4][C:5]=2[CH:10]=1, predict the reactants needed to synthesize it. The reactants are: Cl[C:2]1[N:3]=[CH:4][C:5]2[CH:10]=[C:9]([C:11]3[CH:16]=[CH:15][CH:14]=[CH:13][C:12]=3[Cl:17])[N:8]([CH2:18][C@@H:19]3[CH2:24][CH2:23][CH2:22][N:21]([C:25]([O:27][C:28]([CH3:31])([CH3:30])[CH3:29])=[O:26])[CH2:20]3)[C:6]=2[N:7]=1.[OH:32][C:33]1[CH:40]=[CH:39][C:36]([CH2:37][NH2:38])=[CH:35][CH:34]=1.CCN(C(C)C)C(C)C. (2) Given the product [CH2:15]([C:11]1[CH:10]=[C:9]([CH3:12])[N:8]=[N:7][C:6]=1[NH:5][C:3](=[O:4])[C:2]([CH3:14])([CH3:13])[CH3:1])[CH3:16], predict the reactants needed to synthesize it. The reactants are: [CH3:1][C:2]([CH3:14])([CH3:13])[C:3]([NH:5][C:6]1[N:7]=[N:8][C:9]([CH3:12])=[CH:10][CH:11]=1)=[O:4].[CH3:15][CH2:16][Mg+].[Br-]. (3) Given the product [CH3:1][C@H:2]([N:5]([CH2:6][CH2:7][CH2:8][NH:9][C:10]([O:11][C:12]([CH3:15])([CH3:14])[CH3:13])=[O:16])[C:17](=[O:18])[O:19][C:20]([CH3:23])([CH3:22])[CH3:21])[C:3]#[CH:4], predict the reactants needed to synthesize it. The reactants are: [CH3:1][C@H:2]([NH:5][CH2:6][CH2:7][CH2:8][NH:9][C:10](=[O:16])[O:11][C:12]([CH3:15])([CH3:14])[CH3:13])[C:3]#[CH:4].[C:17](O[C:17]([O:19][C:20]([CH3:23])([CH3:22])[CH3:21])=[O:18])([O:19][C:20]([CH3:23])([CH3:22])[CH3:21])=[O:18].C([O-])(O)=O.[Na+].